This data is from Forward reaction prediction with 1.9M reactions from USPTO patents (1976-2016). The task is: Predict the product of the given reaction. (1) Given the reactants Br[CH2:2][C:3]1[CH:8]=[CH:7][C:6]([C:9]2[CH:13]=[C:12]([C:14]([NH2:16])=[O:15])[O:11][N:10]=2)=[CH:5][CH:4]=1.[OH:17][C:18]1[CH:25]=[CH:24][CH:23]=[CH:22][C:19]=1[C:20]#[N:21].C([O-])([O-])=O.[K+].[K+], predict the reaction product. The product is: [C:20]([C:19]1[CH:22]=[CH:23][CH:24]=[CH:25][C:18]=1[O:17][CH2:2][C:3]1[CH:8]=[CH:7][C:6]([C:9]2[CH:13]=[C:12]([C:14]([NH2:16])=[O:15])[O:11][N:10]=2)=[CH:5][CH:4]=1)#[N:21]. (2) Given the reactants [CH3:1][C@H:2]1[CH2:7][NH:6][CH2:5][CH2:4][N:3]1[C:8]([O:10][CH2:11][C:12]1[CH:17]=[CH:16][CH:15]=[CH:14][CH:13]=1)=[O:9].[CH2:18]([O:25][CH2:26][CH:27]=O)[C:19]1[CH:24]=[CH:23][CH:22]=[CH:21][CH:20]=1.[BH-](OC(C)=O)(OC(C)=O)OC(C)=O.[Na+], predict the reaction product. The product is: [CH3:1][C@H:2]1[CH2:7][N:6]([CH2:27][CH2:26][O:25][CH2:18][C:19]2[CH:24]=[CH:23][CH:22]=[CH:21][CH:20]=2)[CH2:5][CH2:4][N:3]1[C:8]([O:10][CH2:11][C:12]1[CH:17]=[CH:16][CH:15]=[CH:14][CH:13]=1)=[O:9]. (3) Given the reactants C(O)(C(F)(F)F)=O.[F:8][C:9]1[CH:10]=[C:11]2[C:16](=[CH:17][CH:18]=1)[N:15]=[CH:14][CH:13]=[C:12]2[N:19]1[CH2:24][CH2:23][CH:22]([CH2:25][NH2:26])[CH2:21][CH2:20]1.CCN(C(C)C)C(C)C.[Cl:36][C:37]1[CH:38]=[C:39]([CH:43]=[CH:44][C:45]=1[Cl:46])[C:40](Cl)=[O:41], predict the reaction product. The product is: [Cl:36][C:37]1[CH:38]=[C:39]([CH:43]=[CH:44][C:45]=1[Cl:46])[C:40]([NH:26][CH2:25][CH:22]1[CH2:23][CH2:24][N:19]([C:12]2[C:11]3[C:16](=[CH:17][CH:18]=[C:9]([F:8])[CH:10]=3)[N:15]=[CH:14][CH:13]=2)[CH2:20][CH2:21]1)=[O:41].